From a dataset of Forward reaction prediction with 1.9M reactions from USPTO patents (1976-2016). Predict the product of the given reaction. The product is: [CH2:20]([O:27][C:28]1[CH:33]=[CH:32][C:31]([C:8]2[CH:9]=[CH:10][C:11]([C:17]([OH:19])=[O:18])=[C:12]([C:13]([OH:15])=[O:14])[CH:16]=2)=[CH:30][CH:29]=1)[C:21]1[CH:26]=[CH:25][CH:24]=[CH:23][CH:22]=1. Given the reactants C(=O)([O-])[O-].[Na+].[Na+].Br[C:8]1[CH:16]=[C:12]([C:13]([OH:15])=[O:14])[C:11]([C:17]([OH:19])=[O:18])=[CH:10][CH:9]=1.[CH2:20]([O:27][C:28]1[CH:33]=[CH:32][C:31](B(O)O)=[CH:30][CH:29]=1)[C:21]1[CH:26]=[CH:25][CH:24]=[CH:23][CH:22]=1.C1(P(C2C=CC=CC=2)C2C=CC=CC=2)C=CC=CC=1.C(N(CC)CC)C.Cl, predict the reaction product.